Dataset: Forward reaction prediction with 1.9M reactions from USPTO patents (1976-2016). Task: Predict the product of the given reaction. The product is: [CH3:1][N:2]([CH3:3])[C:4]1[CH:5]=[C:6]([CH:7]=[CH:8][CH:9]=1)[O:10][CH2:12][C:13]([N:15]([CH3:17])[CH3:16])=[O:14]. Given the reactants [CH3:1][N:2]([C:4]1[CH:9]=[CH:8][CH:7]=[C:6]([OH:10])[CH:5]=1)[CH3:3].Cl[CH2:12][C:13]([N:15]([CH3:17])[CH3:16])=[O:14].C([O-])([O-])=O.[K+].[K+], predict the reaction product.